From a dataset of Reaction yield outcomes from USPTO patents with 853,638 reactions. Predict the reaction yield, written as a fraction of the theoretical maximum amount of product (1.0 means a 100% yield; for example, 0.34 means a 34% yield). (1) The catalyst is Cl.C(O)C. The reactants are [CH2:1]([O:8][C:9]1[C:10](=[O:16])[CH:11]=[C:12]([CH3:15])O[CH:14]=1)[C:2]1[CH:7]=[CH:6][CH:5]=[CH:4][CH:3]=1.[F:17][C:18]([F:22])([F:21])[CH2:19][NH2:20]. The product is [CH2:1]([O:8][C:9]1[C:10](=[O:16])[CH:11]=[C:12]([CH3:15])[N:20]([CH2:19][C:18]([F:22])([F:21])[F:17])[CH:14]=1)[C:2]1[CH:3]=[CH:4][CH:5]=[CH:6][CH:7]=1. The yield is 0.840. (2) The reactants are [Br:1][C:2]1[CH:3]=[C:4]([C@@:9]([NH:22][S@@:23]([C:25]([CH3:28])([CH3:27])[CH3:26])=[O:24])([CH2:12]/[C:13](=N/N(C)C)/[C:14]([F:17])([F:16])[F:15])[CH2:10][F:11])[C:5]([F:8])=[N:6][CH:7]=1.Cl.C([O-])(O)=[O:31].[Na+]. The catalyst is C1COCC1. The product is [Br:1][C:2]1[CH:3]=[C:4]([C@@:9]([NH:22][S@@:23]([C:25]([CH3:28])([CH3:27])[CH3:26])=[O:24])([CH2:12][C:13](=[O:31])[C:14]([F:17])([F:16])[F:15])[CH2:10][F:11])[C:5]([F:8])=[N:6][CH:7]=1. The yield is 0.760. (3) The reactants are Br[C:2]1[CH:3]=[C:4]([C:8]2[NH:12][N:11]=[CH:10][CH:9]=2)[CH:5]=[CH:6][CH:7]=1.C1(N)CCCCC1N.[NH:21]1[C:25]2=[N:26][CH:27]=[N:28][C:29]([NH2:30])=[C:24]2[CH:23]=[N:22]1.P([O-])([O-])([O-])=O.[K+].[K+].[K+]. The catalyst is CN(C=O)C.[Cu](I)I.C(OCC)(=O)C. The product is [N:11]1[NH:12][C:8]([C:4]2[CH:3]=[C:2]([N:21]3[C:25]4=[N:26][CH:27]=[N:28][C:29]([NH2:30])=[C:24]4[CH:23]=[N:22]3)[CH:7]=[CH:6][CH:5]=2)=[CH:9][CH:10]=1. The yield is 0.00200. (4) The reactants are [F:1][C:2]1[CH:3]=[C:4]([CH:32]2[CH2:37][CH2:36][N:35]([C:38]([O:40][C:41]([CH3:44])([CH3:43])[CH3:42])=[O:39])[CH2:34][CH2:33]2)[CH:5]=[CH:6][C:7]=1[NH:8][C:9]1[N:14]=[C:13]([CH2:15][CH2:16][C:17]2[CH:22]=[CH:21][CH:20]=[CH:19][C:18]=2[CH2:23][C:24]([O:26]C)=O)[C:12]([C:28]([F:31])([F:30])[F:29])=[CH:11][N:10]=1.[Li+].[OH-].CC[N:49]=C=NCCCN(C)C.Cl.C1C=CC2N(O)N=NC=2C=1.CCN(C(C)C)C(C)C.C(=O)([O-])[O-].[NH4+].[NH4+]. The catalyst is C1COCC1.CN(C=O)C.CO.O.C1(C)C=CC=CC=1. The product is [NH2:49][C:24](=[O:26])[CH2:23][C:18]1[CH:19]=[CH:20][CH:21]=[CH:22][C:17]=1[CH2:16][CH2:15][C:13]1[C:12]([C:28]([F:31])([F:30])[F:29])=[CH:11][N:10]=[C:9]([NH:8][C:7]2[CH:6]=[CH:5][C:4]([CH:32]3[CH2:33][CH2:34][N:35]([C:38]([O:40][C:41]([CH3:42])([CH3:44])[CH3:43])=[O:39])[CH2:36][CH2:37]3)=[CH:3][C:2]=2[F:1])[N:14]=1. The yield is 0.240. (5) The reactants are [CH3:1][C:2]1[C:10]2[O:9][CH:8]=[CH:7][C:6]=2[CH:5]=[CH:4][C:3]=1[C:11]([O:13]C)=[O:12]. The catalyst is [OH-].[K+].CO. The product is [CH3:1][C:2]1[C:10]2[O:9][CH:8]=[CH:7][C:6]=2[CH:5]=[CH:4][C:3]=1[C:11]([OH:13])=[O:12]. The yield is 0.750. (6) The reactants are [CH2:1]([C:3]1[C:4]([OH:27])=[C:5]([C:23]([O:25]C)=[O:24])[C:6](=[O:22])[NH:7][C:8]=1[C:9]1[CH:14]=[CH:13][C:12]([CH:15]2[CH2:20][CH2:19][N:18]([CH3:21])[CH2:17][CH2:16]2)=[CH:11][CH:10]=1)[CH3:2].[I-].[Li+]. The catalyst is CCOC(C)=O. The product is [CH2:1]([C:3]1[C:4]([OH:27])=[C:5]([C:23]([OH:25])=[O:24])[C:6](=[O:22])[NH:7][C:8]=1[C:9]1[CH:10]=[CH:11][C:12]([CH:15]2[CH2:20][CH2:19][N:18]([CH3:21])[CH2:17][CH2:16]2)=[CH:13][CH:14]=1)[CH3:2]. The yield is 0.420.